This data is from Reaction yield outcomes from USPTO patents with 853,638 reactions. The task is: Predict the reaction yield, written as a fraction of the theoretical maximum amount of product (1.0 means a 100% yield; for example, 0.34 means a 34% yield). The reactants are [F:1][C:2]1[CH:7]=[C:6]([F:8])[CH:5]=[CH:4][C:3]=1[C:9]1[C:17]2[C:12](=[CH:13][C:14]([O:18][CH2:19][CH2:20][N:21]3[CH2:26][CH2:25][N:24]([S:27]([CH3:30])(=[O:29])=[O:28])[CH2:23][CH2:22]3)=[CH:15][CH:16]=2)[C:11](=[O:31])[C:10]=1C1C=CC(C)=CC=1.O1CCN(CCOC2C=C3C(C(C4C=CC=CC=4)=C(Br)C3=O)=CC=2)CC1.[N:65]1[C:74]2[C:69](=[CH:70][CH:71]=[CH:72][CH:73]=2)[CH:68]=[C:67](B(O)O)[CH:66]=1. No catalyst specified. The product is [F:1][C:2]1[CH:7]=[C:6]([F:8])[CH:5]=[CH:4][C:3]=1[C:9]1[C:17]2[C:12](=[CH:13][C:14]([O:18][CH2:19][CH2:20][N:21]3[CH2:22][CH2:23][N:24]([S:27]([CH3:30])(=[O:28])=[O:29])[CH2:25][CH2:26]3)=[CH:15][CH:16]=2)[C:11](=[O:31])[C:10]=1[C:67]1[CH:66]=[N:65][C:74]2[C:69]([CH:68]=1)=[CH:70][CH:71]=[CH:72][CH:73]=2. The yield is 0.710.